From a dataset of Catalyst prediction with 721,799 reactions and 888 catalyst types from USPTO. Predict which catalyst facilitates the given reaction. (1) Reactant: ClC(OC(Cl)C)=O.[F:8][C:9]1[CH:32]=[C:31]([F:33])[CH:30]=[C:29]([F:34])[C:10]=1[C:11]([NH:13][C:14]1[CH:19]=[CH:18][CH:17]=[C:16]([C:20]([CH:22]2[CH2:27][CH2:26][N:25](C)[CH2:24][CH2:23]2)=[O:21])[N:15]=1)=[O:12]. Product: [F:34][C:29]1[CH:30]=[C:31]([F:33])[CH:32]=[C:9]([F:8])[C:10]=1[C:11]([NH:13][C:14]1[CH:19]=[CH:18][CH:17]=[C:16]([C:20]([CH:22]2[CH2:23][CH2:24][NH:25][CH2:26][CH2:27]2)=[O:21])[N:15]=1)=[O:12]. The catalyst class is: 68. (2) Reactant: FC(F)(F)C(O)=O.[CH3:8][S:9]([C:12]1[N:17]=[CH:16][C:15]([O:18][C@H:19]2[CH2:23][CH2:22][N:21]([CH:24]3[CH2:29][CH2:28][N:27](C(OC(C)(C)C)=O)[CH2:26][CH2:25]3)[C:20]2=[O:37])=[CH:14][CH:13]=1)(=[O:11])=[O:10]. Product: [CH3:8][S:9]([C:12]1[N:17]=[CH:16][C:15]([O:18][C@H:19]2[CH2:23][CH2:22][N:21]([CH:24]3[CH2:29][CH2:28][NH:27][CH2:26][CH2:25]3)[C:20]2=[O:37])=[CH:14][CH:13]=1)(=[O:10])=[O:11]. The catalyst class is: 2. (3) Product: [Cl:1][C:2]1[C:3]([C:12]2[O:13][CH:14]=[CH:15][CH:16]=2)=[N:4][C:5]([NH2:11])=[N:6][C:7]=1[O:25][CH2:17][CH2:18][C:19]1[CH:24]=[CH:23][CH:22]=[CH:21][CH:20]=1. The catalyst class is: 12. Reactant: [Cl:1][C:2]1[C:3]([C:12]2[O:13][CH:14]=[CH:15][CH:16]=2)=[N:4][C:5]([NH2:11])=[N:6][C:7]=1S(C)=O.[CH2:17]([OH:25])[CH2:18][C:19]1[CH:24]=[CH:23][CH:22]=[CH:21][CH:20]=1.C1CCN2C(=NCCC2)CC1.